From a dataset of Experimental lipophilicity measurements (octanol/water distribution) for 4,200 compounds from AstraZeneca. Regression/Classification. Given a drug SMILES string, predict its absorption, distribution, metabolism, or excretion properties. Task type varies by dataset: regression for continuous measurements (e.g., permeability, clearance, half-life) or binary classification for categorical outcomes (e.g., BBB penetration, CYP inhibition). For this dataset (lipophilicity_astrazeneca), we predict Y. The molecule is Cc1nc(C)c(C(=O)N[C@@H](Cc2cccc(Cl)c2)C(=O)NCC#N)s1. The Y is 2.00 logD.